Dataset: Reaction yield outcomes from USPTO patents with 853,638 reactions. Task: Predict the reaction yield, written as a fraction of the theoretical maximum amount of product (1.0 means a 100% yield; for example, 0.34 means a 34% yield). (1) The catalyst is CS(C)=O. The product is [N+:10]([C:13]1[CH:18]=[CH:17][C:16]([O:19][CH2:2][CH2:3][CH2:4][CH2:5][CH2:6][CH2:7][CH2:8][CH3:9])=[CH:15][CH:14]=1)([O-:12])=[O:11]. The yield is 0.300. The reactants are Br[CH2:2][CH2:3][CH2:4][CH2:5][CH2:6][CH2:7][CH2:8][CH3:9].[N+:10]([C:13]1[CH:18]=[CH:17][C:16]([OH:19])=[CH:15][CH:14]=1)([O-:12])=[O:11].[Na]. (2) The product is [CH3:10][N:11]([CH3:15])[CH2:12][CH2:13][N:14]1[C:5](=[O:6])[CH2:4][CH:2]([C:1]([OH:9])=[O:8])[CH2:3]1. The catalyst is CO. The reactants are [C:1]([OH:9])(=[O:8])[C:2]([CH2:4][C:5](O)=[O:6])=[CH2:3].[CH3:10][N:11]([CH3:15])[CH2:12][CH2:13][NH2:14]. The yield is 0.560. (3) The reactants are O.[O:2]=[CH:3][C@@H:4]([C@H:6]([C@@H:8]([C@@H:10]([CH2:12][OH:13])[OH:11])[OH:9])[OH:7])[OH:5].[C:14]([O-:26])(=[O:25])[CH2:15][C:16]([CH2:21][C:22]([O-:24])=[O:23])([C:18]([O-:20])=[O:19])[OH:17].[NH4+:27].[NH4+].[NH4+]. No catalyst specified. The product is [C:14]([O-:26])(=[O:25])[CH2:15][C:16]([CH2:21][C:22]([O-:24])=[O:23])([C:18]([O-:20])=[O:19])[OH:17].[NH4+:27].[NH4+:27].[NH4+:27].[O:2]=[CH:3][C@@H:4]([C@H:6]([C@@H:8]([C@@H:10]([CH2:12][OH:13])[OH:11])[OH:9])[OH:7])[OH:5]. The yield is 0.150. (4) The reactants are Cl[C:2]1[CH:7]=[CH:6][N:5]=[C:4]([NH2:8])[C:3]=1[N+:9]([O-:11])=[O:10].CC1(C)C(C)(C)OB([C:20]2[CH:25]=[CH:24][N:23]=[CH:22][CH:21]=2)O1.O.C([O-])([O-])=O.[Na+].[Na+]. The catalyst is C1(C)C=CC=CC=1.[Cl-].[Na+].O.C1C=CC([P]([Pd]([P](C2C=CC=CC=2)(C2C=CC=CC=2)C2C=CC=CC=2)([P](C2C=CC=CC=2)(C2C=CC=CC=2)C2C=CC=CC=2)[P](C2C=CC=CC=2)(C2C=CC=CC=2)C2C=CC=CC=2)(C2C=CC=CC=2)C2C=CC=CC=2)=CC=1.CCO. The product is [N+:9]([C:3]1[C:4]([NH2:8])=[N:5][CH:6]=[CH:7][C:2]=1[C:20]1[CH:25]=[CH:24][N:23]=[CH:22][CH:21]=1)([O-:11])=[O:10]. The yield is 0.288. (5) The reactants are [C:1]1([CH:7]2[CH2:16][CH2:15][C:14]3[C:9](=[CH:10][CH:11]=[CH:12][CH:13]=3)[NH:8]2)[CH:6]=[CH:5][CH:4]=[CH:3][CH:2]=1.C(N(CC)CC)C.ClC(Cl)(O[C:28](=[O:34])OC(Cl)(Cl)Cl)Cl.Cl.[O:37]([NH2:39])[CH3:38]. The catalyst is O1CCCC1.O. The product is [CH3:38][O:37][NH:39][C:28]([N:8]1[C:9]2[C:14](=[CH:13][CH:12]=[CH:11][CH:10]=2)[CH2:15][CH2:16][CH:7]1[C:1]1[CH:2]=[CH:3][CH:4]=[CH:5][CH:6]=1)=[O:34]. The yield is 0.780. (6) The reactants are COC[O:4][CH2:5][C:6]1[N:11]=[C:10]([C:12]2[CH:25]=[CH:24][C:23]3[C:14](=[C:15]4[C:20](=[CH:21][CH:22]=3)[CH:19]=[CH:18][C:17]([C:26]3[CH:31]=[CH:30][CH:29]=[C:28]([CH2:32][O:33]COC)[N:27]=3)=[N:16]4)[N:13]=2)[CH:9]=[CH:8][CH:7]=1.Cl. The catalyst is CO. The product is [OH:4][CH2:5][C:6]1[N:11]=[C:10]([C:12]2[CH:25]=[CH:24][C:23]3[C:14](=[C:15]4[C:20](=[CH:21][CH:22]=3)[CH:19]=[CH:18][C:17]([C:26]3[CH:31]=[CH:30][CH:29]=[C:28]([CH2:32][OH:33])[N:27]=3)=[N:16]4)[N:13]=2)[CH:9]=[CH:8][CH:7]=1. The yield is 0.810. (7) The catalyst is C(O)(=O)C. The yield is 0.820. The product is [F:1][C:2]1[CH:3]=[CH:4][C:5]([C:8]([N+:9]([O-:11])=[O:10])=[CH:17][C:16]2[CH:23]=[CH:24][C:13]([F:12])=[CH:14][CH:15]=2)=[CH:6][CH:7]=1. The reactants are [F:1][C:2]1[CH:7]=[CH:6][C:5]([CH2:8][N+:9]([O-:11])=[O:10])=[CH:4][CH:3]=1.[F:12][C:13]1[CH:24]=[CH:23][C:16]([CH:17]=NCCCC)=[CH:15][CH:14]=1.